From a dataset of Full USPTO retrosynthesis dataset with 1.9M reactions from patents (1976-2016). Predict the reactants needed to synthesize the given product. (1) Given the product [CH2:1]([NH:13][C:14](=[O:36])[C:15]1[CH:20]=[C:19]([C:21]2[CH:26]=[CH:25][CH:24]=[C:23]([C:27]([F:28])([F:29])[F:30])[CH:22]=2)[C:18]([O:31][CH2:32][CH2:33][Br:38])=[C:17]([Br:35])[CH:16]=1)[CH2:2][CH2:3][CH2:4][CH2:5][CH2:6][CH2:7][CH2:8][CH2:9][CH2:10][CH2:11][CH3:12], predict the reactants needed to synthesize it. The reactants are: [CH2:1]([NH:13][C:14](=[O:36])[C:15]1[CH:20]=[C:19]([C:21]2[CH:26]=[CH:25][CH:24]=[C:23]([C:27]([F:30])([F:29])[F:28])[CH:22]=2)[C:18]([O:31][CH2:32][CH2:33]O)=[C:17]([Br:35])[CH:16]=1)[CH2:2][CH2:3][CH2:4][CH2:5][CH2:6][CH2:7][CH2:8][CH2:9][CH2:10][CH2:11][CH3:12].C(Br)(Br)(Br)[Br:38].C1(P(C2C=CC=CC=2)C2C=CC=CC=2)C=CC=CC=1. (2) Given the product [Br:1][C:2]1[CH:3]=[N:4][C:5]([C:17]2([OH:20])[CH2:18][CH2:19][O:14][CH2:15][CH2:16]2)=[N:6][CH:7]=1, predict the reactants needed to synthesize it. The reactants are: [Br:1][C:2]1[CH:3]=[N:4][C:5](I)=[N:6][CH:7]=1.C([Li])CCC.[O:14]1[CH2:19][CH2:18][C:17](=[O:20])[CH2:16][CH2:15]1. (3) Given the product [Br:1][C:2]1[CH:7]=[CH:6][C:5]([C@@H:8]([NH:10][CH2:11][CH2:12][C@:13]([C:17]2[CH:18]=[CH:19][C:20]([F:23])=[CH:21][CH:22]=2)([NH2:24])[CH2:14][CH:15]=[CH2:16])[CH3:9])=[CH:4][CH:3]=1, predict the reactants needed to synthesize it. The reactants are: [Br:1][C:2]1[CH:7]=[CH:6][C:5]([C@@H:8]([NH:10][CH2:11][CH2:12][C@@:13]([NH:24][S@@](C(C)(C)C)=O)([C:17]2[CH:22]=[CH:21][C:20]([F:23])=[CH:19][CH:18]=2)[CH2:14][CH:15]=[CH2:16])[CH3:9])=[CH:4][CH:3]=1.O1CCOCC1.C([O-])([O-])=O.[Na+].[Na+].